From a dataset of Forward reaction prediction with 1.9M reactions from USPTO patents (1976-2016). Predict the product of the given reaction. Given the reactants [F:1][C:2]1[CH:3]=[CH:4][C:5]([N+:21]([O-:23])=[O:22])=[C:6]([C:8]([CH3:20])([CH3:19])[CH2:9][C:10]([OH:18])([C:14]([F:17])([F:16])[F:15])[C:11]([OH:13])=O)[CH:7]=1.S(Cl)(Cl)=O.[NH2:28][C:29]1[CH:30]=[C:31]2[C:36](=[CH:37][CH:38]=1)[C:34](=[O:35])[O:33][CH2:32]2.Cl, predict the reaction product. The product is: [F:1][C:2]1[CH:3]=[CH:4][C:5]([N+:21]([O-:23])=[O:22])=[C:6]([C:8]([CH3:19])([CH3:20])[CH2:9][C:10]([OH:18])([C:14]([F:15])([F:17])[F:16])[C:11]([NH:28][C:29]2[CH:30]=[C:31]3[C:36](=[CH:37][CH:38]=2)[C:34](=[O:35])[O:33][CH2:32]3)=[O:13])[CH:7]=1.